From a dataset of NCI-60 drug combinations with 297,098 pairs across 59 cell lines. Regression. Given two drug SMILES strings and cell line genomic features, predict the synergy score measuring deviation from expected non-interaction effect. (1) Drug 1: CC1CCC2CC(C(=CC=CC=CC(CC(C(=O)C(C(C(=CC(C(=O)CC(OC(=O)C3CCCCN3C(=O)C(=O)C1(O2)O)C(C)CC4CCC(C(C4)OC)OCCO)C)C)O)OC)C)C)C)OC. Drug 2: CC1=C(N=C(N=C1N)C(CC(=O)N)NCC(C(=O)N)N)C(=O)NC(C(C2=CN=CN2)OC3C(C(C(C(O3)CO)O)O)OC4C(C(C(C(O4)CO)O)OC(=O)N)O)C(=O)NC(C)C(C(C)C(=O)NC(C(C)O)C(=O)NCCC5=NC(=CS5)C6=NC(=CS6)C(=O)NCCC[S+](C)C)O. Cell line: MDA-MB-435. Synergy scores: CSS=17.4, Synergy_ZIP=-3.49, Synergy_Bliss=-1.30, Synergy_Loewe=0.352, Synergy_HSA=0.0240. (2) Drug 2: B(C(CC(C)C)NC(=O)C(CC1=CC=CC=C1)NC(=O)C2=NC=CN=C2)(O)O. Cell line: A498. Drug 1: CC=C1C(=O)NC(C(=O)OC2CC(=O)NC(C(=O)NC(CSSCCC=C2)C(=O)N1)C(C)C)C(C)C. Synergy scores: CSS=69.7, Synergy_ZIP=-3.56, Synergy_Bliss=-0.557, Synergy_Loewe=-2.13, Synergy_HSA=0.649. (3) Drug 1: CC1OCC2C(O1)C(C(C(O2)OC3C4COC(=O)C4C(C5=CC6=C(C=C35)OCO6)C7=CC(=C(C(=C7)OC)O)OC)O)O. Drug 2: COC1=CC(=CC(=C1O)OC)C2C3C(COC3=O)C(C4=CC5=C(C=C24)OCO5)OC6C(C(C7C(O6)COC(O7)C8=CC=CS8)O)O. Cell line: MDA-MB-231. Synergy scores: CSS=36.7, Synergy_ZIP=-5.15, Synergy_Bliss=-3.34, Synergy_Loewe=-1.19, Synergy_HSA=3.13. (4) Drug 1: C1CC(=O)NC(=O)C1N2CC3=C(C2=O)C=CC=C3N. Drug 2: C1=CC(=CC=C1C#N)C(C2=CC=C(C=C2)C#N)N3C=NC=N3. Cell line: NCI-H522. Synergy scores: CSS=-1.43, Synergy_ZIP=-2.96, Synergy_Bliss=-7.32, Synergy_Loewe=-5.00, Synergy_HSA=-5.18.